This data is from Reaction yield outcomes from USPTO patents with 853,638 reactions. The task is: Predict the reaction yield, written as a fraction of the theoretical maximum amount of product (1.0 means a 100% yield; for example, 0.34 means a 34% yield). The reactants are [C:1]([O:9][CH3:10])(=[O:8])[C:2]1[CH:7]=[CH:6][CH:5]=[CH:4][CH:3]=1.[NH:11]1[CH2:15]C[CH:13](O)[CH2:12]1.C(OC(C)C)(C)C.O1CCOCC1. No catalyst specified. The product is [C:1]([O:9][CH:10]1[CH2:13][CH2:12][NH:11][CH2:15]1)(=[O:8])[C:2]1[CH:7]=[CH:6][CH:5]=[CH:4][CH:3]=1. The yield is 0.660.